Dataset: Peptide-MHC class II binding affinity with 134,281 pairs from IEDB. Task: Regression. Given a peptide amino acid sequence and an MHC pseudo amino acid sequence, predict their binding affinity value. This is MHC class II binding data. (1) The peptide sequence is TKPEACSGEPVVVHI. The MHC is HLA-DQA10501-DQB10201 with pseudo-sequence HLA-DQA10501-DQB10201. The binding affinity (normalized) is 0.115. (2) The peptide sequence is AFALVLLFCALASSC. The MHC is DRB1_1201 with pseudo-sequence DRB1_1201. The binding affinity (normalized) is 0.0694. (3) The peptide sequence is AAVPGKNVVNVQTKP. The MHC is DRB1_0301 with pseudo-sequence DRB1_0301. The binding affinity (normalized) is 0. (4) The peptide sequence is YANYRDIDLGRNEVV. The MHC is HLA-DPA10301-DPB10402 with pseudo-sequence HLA-DPA10301-DPB10402. The binding affinity (normalized) is 0.303.